From a dataset of Forward reaction prediction with 1.9M reactions from USPTO patents (1976-2016). Predict the product of the given reaction. (1) Given the reactants [F:1][C:2]1[CH:7]=[CH:6][CH:5]=[C:4]([F:8])[C:3]=1[C:9]([NH:11][C@@H:12]([CH2:18][C:19]1[CH:24]=[CH:23][C:22]([C:25]2[C:30]([O:31][CH3:32])=[CH:29][C:28]([CH2:33][O:34][CH2:35][CH3:36])=[CH:27][C:26]=2[O:37][CH3:38])=[CH:21][CH:20]=1)[C:13]([O:15]CC)=[O:14])=[O:10], predict the reaction product. The product is: [F:1][C:2]1[CH:7]=[CH:6][CH:5]=[C:4]([F:8])[C:3]=1[C:9]([NH:11][C@@H:12]([CH2:18][C:19]1[CH:20]=[CH:21][C:22]([C:25]2[C:26]([O:37][CH3:38])=[CH:27][C:28]([CH2:33][O:34][CH2:35][CH3:36])=[CH:29][C:30]=2[O:31][CH3:32])=[CH:23][CH:24]=1)[C:13]([OH:15])=[O:14])=[O:10]. (2) The product is: [O:30]1[CH2:34][CH2:33][O:32][CH:31]1[CH2:35][NH:36][C:7]1[NH:8][C:3](=[O:2])[CH:4]=[C:5]([C:13]2[CH:29]=[CH:28][C:16]3[NH:17][C:18]([NH:20][C:21]([C:23]4[S:24][CH:25]=[CH:26][CH:27]=4)=[O:22])=[N:19][C:15]=3[CH:14]=2)[N:6]=1. Given the reactants C[O:2][C:3]1[N:8]=[C:7](S(C)(=O)=O)[N:6]=[C:5]([C:13]2[CH:29]=[CH:28][C:16]3[NH:17][C:18]([NH:20][C:21]([C:23]4[S:24][CH:25]=[CH:26][CH:27]=4)=[O:22])=[N:19][C:15]=3[CH:14]=2)[CH:4]=1.[O:30]1[CH2:34][CH2:33][O:32][CH:31]1[CH2:35][NH2:36], predict the reaction product.